This data is from Full USPTO retrosynthesis dataset with 1.9M reactions from patents (1976-2016). The task is: Predict the reactants needed to synthesize the given product. (1) Given the product [N:2]1[CH:7]=[CH:6][CH:5]=[CH:4][C:3]=1[N:8]([CH2:32][CH2:33][C:34]([O:36][CH2:37][CH3:38])=[O:35])[C:9]([C:11]1[CH:31]=[CH:30][C:14]2[N:15]([CH3:29])[C:16]([CH2:18][CH2:19][C:20]3[CH:25]=[CH:24][C:23]([C:26](=[NH:27])[NH:28][C:39](=[O:46])[C:40]4[CH:45]=[CH:44][CH:43]=[N:42][CH:41]=4)=[CH:22][CH:21]=3)=[N:17][C:13]=2[CH:12]=1)=[O:10], predict the reactants needed to synthesize it. The reactants are: Cl.[N:2]1[CH:7]=[CH:6][CH:5]=[CH:4][C:3]=1[N:8]([CH2:32][CH2:33][C:34]([O:36][CH2:37][CH3:38])=[O:35])[C:9]([C:11]1[CH:31]=[CH:30][C:14]2[N:15]([CH3:29])[C:16]([CH2:18][CH2:19][C:20]3[CH:25]=[CH:24][C:23]([C:26](=[NH:28])[NH2:27])=[CH:22][CH:21]=3)=[N:17][C:13]=2[CH:12]=1)=[O:10].[C:39](Cl)(=[O:46])[C:40]1[CH:45]=[CH:44][CH:43]=[N:42][CH:41]=1. (2) Given the product [Br:1][C:2]1[CH:7]=[CH:6][C:5]2[N:8]=[C:10]([C:11]3[CH:16]=[CH:15][CH:14]=[CH:13][CH:12]=3)[NH:9][C:4]=2[CH:3]=1, predict the reactants needed to synthesize it. The reactants are: [Br:1][C:2]1[CH:3]=[C:4]([NH2:9])[C:5]([NH2:8])=[CH:6][CH:7]=1.[CH:10](=O)[C:11]1[CH:16]=[CH:15][CH:14]=[CH:13][CH:12]=1.CC1C=CC(S(O)(=O)=O)=CC=1. (3) Given the product [Cl:1][C:2]1[C:11]([OH:12])=[CH:10][C:9]([OH:8])=[C:4]([C:5]2[C:6]([C:13]3[CH:24]=[CH:23][CH:22]=[CH:21][C:14]=3[O:15][CH2:16][CH2:17][CH2:18][C:19]#[N:20])=[CH:7][NH:28][N:27]=2)[CH:3]=1, predict the reactants needed to synthesize it. The reactants are: [Cl:1][C:2]1[CH:3]=[C:4]2[C:9](=[CH:10][C:11]=1[OH:12])[O:8][CH:7]=[C:6]([C:13]1[CH:24]=[CH:23][CH:22]=[CH:21][C:14]=1[O:15][CH2:16][CH2:17][CH2:18][C:19]#[N:20])[C:5]2=O.O.[NH2:27][NH2:28]. (4) The reactants are: [N:1]([O-])=O.[Na+].[NH2:5][C:6]1[C:11]([CH3:12])=[CH:10][CH:9]=[CH:8][C:7]=1[C:13](=[O:21])[CH2:14][C:15]1[CH:20]=[CH:19][CH:18]=[CH:17][CH:16]=1.[OH-].[Na+]. Given the product [CH3:12][C:11]1[CH:10]=[CH:9][CH:8]=[C:7]2[C:6]=1[N:5]=[N:1][C:14]([C:15]1[CH:16]=[CH:17][CH:18]=[CH:19][CH:20]=1)=[C:13]2[OH:21], predict the reactants needed to synthesize it.